Dataset: PAMPA (Parallel Artificial Membrane Permeability Assay) permeability data from NCATS. Task: Regression/Classification. Given a drug SMILES string, predict its absorption, distribution, metabolism, or excretion properties. Task type varies by dataset: regression for continuous measurements (e.g., permeability, clearance, half-life) or binary classification for categorical outcomes (e.g., BBB penetration, CYP inhibition). Dataset: pampa_ncats. (1) The result is 0 (low-to-moderate permeability). The molecule is C1=CC(=CC=C1NCC2=C(C=CC(=C2)F)O)S(=O)(=O)NC3=NC=CS3. (2) The compound is C[C@H]1C(=O)N[C@@H](C(=O)N([C@@H](C(=O)N[C@@H](C(=O)N([C@H]2[C@@H](C3=CC=C(C=C3)OC4=C(C=CC(=C4)C[C@@H](C(=O)N1)N(C2=O)C)O)O)C)C)CC5=CC=C(C=C5)OC)C)C. The result is 0 (low-to-moderate permeability). (3) The compound is C1=CC=C2C(=C1)C(=NC(=N2)C3=CC=NC=C3)NC4=CC(=C(C=C4)C5=CNN=C5)F. The result is 1 (high permeability).